From a dataset of Catalyst prediction with 721,799 reactions and 888 catalyst types from USPTO. Predict which catalyst facilitates the given reaction. (1) Reactant: [Cl:1][C:2]1[CH:3]=[C:4]2[C:9](=[CH:10][C:11]=1[O:12][C:13]1[CH:18]=[CH:17][C:16]([C:19](=[O:32])[NH:20][CH2:21][CH:22]([C:25]3[CH:30]=[CH:29][C:28]([Cl:31])=[CH:27][CH:26]=3)[O:23][CH3:24])=[CH:15][CH:14]=1)[O:8][CH2:7][CH2:6][CH:5]2[C:33]([O:35]CC)=[O:34].[OH-].[Na+]. Product: [Cl:1][C:2]1[CH:3]=[C:4]2[C:9](=[CH:10][C:11]=1[O:12][C:13]1[CH:18]=[CH:17][C:16]([C:19](=[O:32])[NH:20][CH2:21][CH:22]([C:25]3[CH:26]=[CH:27][C:28]([Cl:31])=[CH:29][CH:30]=3)[O:23][CH3:24])=[CH:15][CH:14]=1)[O:8][CH2:7][CH2:6][CH:5]2[C:33]([OH:35])=[O:34]. The catalyst class is: 219. (2) Reactant: C([O-])([O-])=O.[K+].[K+].[OH:7][C:8]1[C:9]([C:14]([O:16]C2C(F)=C(F)C(F)=C(F)C=2F)=O)=[N:10][CH:11]=[CH:12][CH:13]=1.[F:28][C:29]([F:42])([F:41])[O:30][C:31]1[CH:32]=[C:33]([CH2:37][C:38](Cl)=[O:39])[CH:34]=[CH:35][CH:36]=1. Product: [OH:16][C:14]1[C:9]2=[N:10][CH:11]=[CH:12][CH:13]=[C:8]2[O:7][C:38](=[O:39])[C:37]=1[C:33]1[CH:34]=[CH:35][CH:36]=[C:31]([O:30][C:29]([F:28])([F:41])[F:42])[CH:32]=1. The catalyst class is: 47. (3) Reactant: [NH:1]1[C:9]2[C:4](=[CH:5][CH:6]=[CH:7][CH:8]=2)[C:3]2([C:13]3=[CH:14][C:15]4[O:19][CH2:18][O:17][C:16]=4[CH:20]=[C:12]3[O:11][CH2:10]2)[C:2]1=O.[Cl:22][C:23]1[S:27][C:26]([CH2:28]O)=[N:25][N:24]=1.C(P(CCCC)CCCC)CCC.CN(C)C(N=NC(N(C)C)=O)=O. Product: [Cl:22][C:23]1[S:27][C:26]([CH2:28][N:1]2[C:9]3[C:4](=[CH:5][CH:6]=[CH:7][CH:8]=3)[C:3]3([C:13]4=[CH:14][C:15]5[O:19][CH2:18][O:17][C:16]=5[CH:20]=[C:12]4[O:11][CH2:10]3)[CH2:2]2)=[N:25][N:24]=1. The catalyst class is: 7. (4) Reactant: [H-].[Al+3].[Li+].[H-].[H-].[H-].[N:7]1([CH2:12][CH2:13][C:14](OC)=[O:15])[CH:11]=[CH:10][N:9]=[CH:8]1. Product: [N:7]1([CH2:12][CH2:13][CH2:14][OH:15])[CH:11]=[CH:10][N:9]=[CH:8]1. The catalyst class is: 1. (5) Product: [NH:15]1[C:16]2[C:11](=[CH:10][CH:9]=[CH:18][CH:17]=2)[CH:12]=[CH:13][C:14]1=[O:26]. Reactant: C(S[C:9]1[CH:10]=[C:11]2[C:16](=[CH:17][CH:18]=1)[N:15]([C@@H]1CCCC[C@H]1O)[C:14](=[O:26])[CH:13]=[CH:12]2)C1C=CC=CC=1.C[Si]([N-][Si](C)(C)C)(C)C.[K+].O1CCCC1.IC.[Cl-].[NH4+]. The catalyst class is: 25. (6) Reactant: Cl[C:2]1[C:7]([CH2:8][NH:9][C:10]2[N:14]([CH2:15][CH3:16])[N:13]=[C:12]([CH:17]3[CH2:19][CH2:18]3)[CH:11]=2)=[C:6]([O:20][CH3:21])[N:5]=[C:4]([O:22][CH3:23])[N:3]=1.[CH3:24][C:25]1(C)C(C)(C)OB(C=C)O1.C(=O)([O-])[O-].[Na+].[Na+]. Product: [CH:17]1([C:12]2[CH:11]=[C:10]([NH:9][CH2:8][C:7]3[C:6]([O:20][CH3:21])=[N:5][C:4]([O:22][CH3:23])=[N:3][C:2]=3[CH:24]=[CH2:25])[N:14]([CH2:15][CH3:16])[N:13]=2)[CH2:19][CH2:18]1. The catalyst class is: 108. (7) Reactant: [CH3:1][O:2][C:3](=[O:17])[C@@H:4]([NH:6][C:7]1[C:12]([N+:13]([O-:15])=[O:14])=[CH:11][CH:10]=[C:9](Cl)[N:8]=1)[CH3:5].[CH3:18][O:19][C:20]1[CH:27]=[CH:26][C:23]([CH2:24][NH2:25])=[CH:22][CH:21]=1. Product: [CH3:1][O:2][C:3](=[O:17])[C@@H:4]([NH:6][C:7]1[C:12]([N+:13]([O-:15])=[O:14])=[CH:11][CH:10]=[C:9]([NH:25][CH2:24][C:23]2[CH:26]=[CH:27][C:20]([O:19][CH3:18])=[CH:21][CH:22]=2)[N:8]=1)[CH3:5]. The catalyst class is: 14. (8) Reactant: C(OC([NH:8][CH2:9][C:10]1[N:11]([CH2:37][CH:38]([CH3:40])[CH3:39])[C:12](=[O:36])[C:13]2[C:18]([C:19]=1[C:20]1[CH:25]=[CH:24][CH:23]=[CH:22][CH:21]=1)=[CH:17][C:16]([C:26]1[S:27][CH:28]=[C:29]([C:31]([O:33][CH2:34][CH3:35])=[O:32])[N:30]=1)=[CH:15][CH:14]=2)=O)(C)(C)C.[ClH:41]. Product: [ClH:41].[NH2:8][CH2:9][C:10]1[N:11]([CH2:37][CH:38]([CH3:39])[CH3:40])[C:12](=[O:36])[C:13]2[C:18]([C:19]=1[C:20]1[CH:21]=[CH:22][CH:23]=[CH:24][CH:25]=1)=[CH:17][C:16]([C:26]1[S:27][CH:28]=[C:29]([C:31]([O:33][CH2:34][CH3:35])=[O:32])[N:30]=1)=[CH:15][CH:14]=2. The catalyst class is: 13. (9) Reactant: [NH2:1][C:2]1[CH:7]=[CH:6][C:5]([CH2:8][CH2:9][O:10][C:11]2[CH:12]=[CH:13][C:14]3[N:18]=[C:17]([CH2:19][O:20][C:21]4[CH:34]=[CH:33][C:24]([CH2:25][CH:26]5[S:30][C:29](=[O:31])[NH:28][C:27]5=[O:32])=[CH:23][CH:22]=4)[N:16]([CH3:35])[C:15]=3[CH:36]=2)=[CH:4][CH:3]=1.[N+:37]([C:40]1[CH:45]=[CH:44][C:43]([N:46]=[C:47]=[O:48])=[CH:42][CH:41]=1)([O-:39])=[O:38]. Product: [O:31]=[C:29]1[NH:28][C:27](=[O:32])[CH:26]([CH2:25][C:24]2[CH:33]=[CH:34][C:21]([O:20][CH2:19][C:17]3[N:16]([CH3:35])[C:15]4[CH:36]=[C:11]([O:10][CH2:9][CH2:8][C:5]5[CH:6]=[CH:7][C:2]([NH:1][C:47]([NH:46][C:43]6[CH:42]=[CH:41][C:40]([N+:37]([O-:39])=[O:38])=[CH:45][CH:44]=6)=[O:48])=[CH:3][CH:4]=5)[CH:12]=[CH:13][C:14]=4[N:18]=3)=[CH:22][CH:23]=2)[S:30]1. The catalyst class is: 9. (10) Reactant: [C:1]([O-:13])(=[O:12])[CH2:2][C:3]([CH2:8][C:9]([O-:11])=[O:10])([C:5]([O-:7])=[O:6])[OH:4].[Na+:14].[Na+].[Na+].[OH-].[Na+].[CH2:19]([CH:21]1[O:23][CH2:22]1)[Cl:20]. Product: [CH2:19]([CH:21]1[O:23][CH2:22]1)[Cl:20].[C:1]([O-:13])(=[O:12])[CH2:2][C:3]([CH2:8][C:9]([O-:11])=[O:10])([C:5]([O-:7])=[O:6])[OH:4].[Na+:14].[Na+:14].[Na+:14]. The catalyst class is: 6.